Predict the reactants needed to synthesize the given product. From a dataset of Retrosynthesis with 50K atom-mapped reactions and 10 reaction types from USPTO. Given the product CN1C[C@@H](CNC(=O)OC(C)(C)C)[C@H](CNC(=O)OC(C)(C)C)C1, predict the reactants needed to synthesize it. The reactants are: C=O.CC(C)(C)OC(=O)NC[C@@H]1CNC[C@H]1CNC(=O)OC(C)(C)C.